Dataset: Reaction yield outcomes from USPTO patents with 853,638 reactions. Task: Predict the reaction yield, written as a fraction of the theoretical maximum amount of product (1.0 means a 100% yield; for example, 0.34 means a 34% yield). (1) The reactants are [Cl:1][C:2]1[CH:3]=[C:4]2[C:8](=[CH:9][CH:10]=1)[N:7]([CH2:11]/[CH:12]=[CH:13]/[C:14]1[CH:19]=[CH:18][CH:17]=C(CO[C@H](C)C(N3CCOCC3)=O)[CH:15]=1)[C:6]([CH3:32])=[C:5]2[C:33]([C:35]1[CH:40]=[CH:39][C:38]([CH3:41])=[CH:37][CH:36]=1)=[O:34].[CH2:42]1[CH2:46][O:45][CH2:44][CH2:43]1.[OH-:47].[Li+].Cl.[CH3:50][OH:51]. No catalyst specified. The product is [Cl:1][C:2]1[CH:3]=[C:4]2[C:8](=[CH:9][CH:10]=1)[N:7]([CH2:11]/[CH:12]=[CH:13]/[C:14]1[CH:15]=[C:42]([CH:17]=[CH:18][CH:19]=1)[CH2:46][O:45][C@H:44]([CH3:43])[C:50]([OH:51])=[O:47])[C:6]([CH3:32])=[C:5]2[C:33](=[O:34])[C:35]1[CH:40]=[CH:39][C:38]([CH3:41])=[CH:37][CH:36]=1. The yield is 0.920. (2) The reactants are [NH2:1][CH:2]1[CH2:7][CH2:6][N:5]([CH2:8][C@@H:9]([C:11]2[C:20]3[C:15](=[CH:16][CH:17]=[C:18]([O:21][CH3:22])[N:19]=3)[N:14]=[CH:13][CH:12]=2)[OH:10])[CH2:4][CH2:3]1.[O:23]=[C:24]1[NH:33][C:32]2[N:31]=[CH:30][C:29]([CH:34]=O)=[CH:28][C:27]=2[CH2:26][CH2:25]1.[O-]S([O-])(=O)=O.[Na+].[Na+].[BH4-].[Na+]. The catalyst is ClC(Cl)C.C(O)C. The product is [OH:10][C@H:9]([C:11]1[C:20]2[C:15](=[CH:16][CH:17]=[C:18]([O:21][CH3:22])[N:19]=2)[N:14]=[CH:13][CH:12]=1)[CH2:8][N:5]1[CH2:6][CH2:7][CH:2]([NH:1][CH2:34][C:29]2[CH:28]=[C:27]3[C:32](=[N:31][CH:30]=2)[NH:33][C:24](=[O:23])[CH2:25][CH2:26]3)[CH2:3][CH2:4]1. The yield is 0.210. (3) The reactants are [CH2:1]([C:10]1[CH:29]=[CH:28][C:13]([CH2:14][N:15]2[CH2:19][CH2:18][CH:17]([P:20](=[O:27])([O:24]CC)[O:21]CC)[CH2:16]2)=[CH:12][CH:11]=1)[CH2:2][CH2:3][CH2:4][CH2:5][CH2:6][CH2:7][CH2:8][CH3:9].Br[Si](C)(C)C. The catalyst is C(#N)C. The product is [CH2:1]([C:10]1[CH:29]=[CH:28][C:13]([CH2:14][N:15]2[CH2:19][CH2:18][CH:17]([P:20](=[O:21])([OH:24])[OH:27])[CH2:16]2)=[CH:12][CH:11]=1)[CH2:2][CH2:3][CH2:4][CH2:5][CH2:6][CH2:7][CH2:8][CH3:9]. The yield is 0.460. (4) The reactants are C(OC([NH:8][CH2:9][CH2:10][C:11]1[C:20](=[O:21])[C:19]2[C:14](=[CH:15][CH:16]=[CH:17][CH:18]=2)[C:13](=[O:22])[CH:12]=1)=O)(C)(C)C.C(Cl)Cl.C(O)(C(F)(F)F)=O.Cl. The catalyst is CCOCC. The product is [NH2:8][CH2:9][CH2:10][C:11]1[C:20](=[O:21])[C:19]2[C:14]([C:13](=[O:22])[CH:12]=1)=[CH:15][CH:16]=[CH:17][CH:18]=2. The yield is 0.920.